From a dataset of Catalyst prediction with 721,799 reactions and 888 catalyst types from USPTO. Predict which catalyst facilitates the given reaction. (1) Reactant: [Cl:1][C:2]1[CH:15]=[C:14]([Cl:16])[C:13]([O:17][C:18]2[N:22]([CH3:23])[N:21]=[C:20]([CH3:24])[C:19]=2[CH:25]=[CH:26][CH3:27])=[CH:12][C:3]=1[O:4][CH:5]([CH3:11])[C:6]([O:8][CH2:9][CH3:10])=[O:7]. Product: [Cl:1][C:2]1[CH:15]=[C:14]([Cl:16])[C:13]([O:17][C:18]2[N:22]([CH3:23])[N:21]=[C:20]([CH3:24])[C:19]=2[CH2:25][CH2:26][CH3:27])=[CH:12][C:3]=1[O:4][CH:5]([CH3:11])[C:6]([O:8][CH2:9][CH3:10])=[O:7]. The catalyst class is: 214. (2) Reactant: [C:1]([OH:10])(=O)[CH2:2][CH2:3][CH2:4][CH2:5][C:6](O)=O. Product: [C:1]1(=[O:10])[CH2:2][CH2:3][CH2:4][CH2:5][CH2:6]1.[CH:1]1([OH:10])[CH2:2][CH2:3][CH2:4][CH2:5][CH2:6]1. The catalyst class is: 244. (3) Reactant: [F:1][C:2]1[CH:10]=[C:9]([O:11][CH2:12][C:13]2[CH:18]=[CH:17][CH:16]=[C:15]([F:19])[CH:14]=2)[CH:8]=[CH:7]C=1C(O)=O.[C:20]([N:27]1C=CN=C1)(N1C=CN=C1)=[O:21].C([N:34]([CH2:37][CH3:38])[CH2:35][CH3:36])C.[OH2:39]. Product: [C:20]([C@@H:37]([NH:34][C:35](=[O:39])[C:36]1[CH:7]=[CH:8][C:9]([O:11][CH2:12][C:13]2[CH:18]=[CH:17][CH:16]=[C:15]([F:19])[CH:14]=2)=[CH:10][C:2]=1[F:1])[CH3:38])(=[O:21])[NH2:27]. The catalyst class is: 1. (4) Reactant: [CH3:1][O:2][C:3]1[N:4]=[CH:5][C:6]2[CH:12]=[CH:11][C:10](=[O:13])[NH:9][C:7]=2[N:8]=1.C(=O)([O-])[O-].[K+].[K+].Br[CH2:21][CH:22]1[O:26][CH2:25][CH2:24][O:23]1.O. Product: [O:23]1[CH2:24][CH2:25][O:26][CH:22]1[CH2:21][N:9]1[C:7]2[N:8]=[C:3]([O:2][CH3:1])[N:4]=[CH:5][C:6]=2[CH:12]=[CH:11][C:10]1=[O:13]. The catalyst class is: 695. (5) Reactant: [OH:1][C:2]1[CH:3]=[C:4]2[C:9](=[CH:10][CH:11]=1)[NH:8][C:7](=[O:12])[CH2:6][CH2:5]2.[OH-].[Na+].[CH:15]1([N:21]2[C:25]([CH2:26][CH2:27][CH2:28][CH2:29]Cl)=[N:24][N:23]=[N:22]2)[CH2:20][CH2:19][CH2:18][CH2:17][CH2:16]1.C(OC(C)C)(=O)C. Product: [CH:11]1[C:2]([O:1][CH2:29][CH2:28][CH2:27][CH2:26][C:25]2[N:21]([CH:15]3[CH2:20][CH2:19][CH2:18][CH2:17][CH2:16]3)[N:22]=[N:23][N:24]=2)=[CH:3][C:4]2[CH2:5][CH2:6][C:7]([NH:8][C:9]=2[CH:10]=1)=[O:12]. The catalyst class is: 264.